Predict the product of the given reaction. From a dataset of Forward reaction prediction with 1.9M reactions from USPTO patents (1976-2016). (1) Given the reactants [CH3:1][C:2]1[CH:3]=[C:4]([NH:8][C:9]2[C:10]3[C:20](=[O:21])[NH:19][CH:18]=[CH:17][C:11]=3[N:12]=[C:13]([S:15][CH3:16])[N:14]=2)[CH:5]=[CH:6][CH:7]=1.C1C(=O)N([Br:29])C(=O)C1, predict the reaction product. The product is: [Br:29][C:17]1[C:11]2[N:12]=[C:13]([S:15][CH3:16])[N:14]=[C:9]([NH:8][C:4]3[CH:5]=[CH:6][CH:7]=[C:2]([CH3:1])[CH:3]=3)[C:10]=2[C:20](=[O:21])[NH:19][CH:18]=1. (2) The product is: [F:1][C:2]1[CH:3]=[C:4]([O:5][CH2:6][CH2:7][CH2:8][CH:9]2[CH2:14][CH2:13][NH:12][CH2:11][CH2:10]2)[CH:22]=[CH:23][C:24]=1[C:25]([O:27][CH3:28])=[O:26]. Given the reactants [F:1][C:2]1[CH:3]=[C:4]([CH:22]=[CH:23][C:24]=1[C:25]([O:27][CH3:28])=[O:26])[O:5][CH2:6][CH2:7][CH2:8][CH:9]1[CH2:14][CH2:13][N:12](C(OC(C)(C)C)=O)[CH2:11][CH2:10]1.Cl, predict the reaction product.